Dataset: Experimentally validated miRNA-target interactions with 360,000+ pairs, plus equal number of negative samples. Task: Binary Classification. Given a miRNA mature sequence and a target amino acid sequence, predict their likelihood of interaction. (1) The miRNA is hsa-miR-191-5p with sequence CAACGGAAUCCCAAAAGCAGCUG. The protein sequence of the target gene is MAARPKLHYPNGRGRMESVRWVLAAAGVEFDEEFLETKEQLYKLQDGNHLLFQQVPMVEIDGMKLVQTRSILHYIADKHNLFGKNLKERTLIDMYVEGTLDLLELLIMHPFLKPDDQQKEVVNMAQKAIIRYFPVFEKILRGHGQSFLVGNQLSLADVILLQTILALEEKIPNILSAFPFLQEYTVKLSNIPTIKRFLEPGSKKKPPPDEIYVRTVYNIFRP. Result: 0 (no interaction). (2) The miRNA is hsa-miR-6819-5p with sequence UUGGGGUGGAGGGCCAAGGAGC. Result: 1 (interaction). The protein sequence of the target gene is MKGSRIELGDVTPHNIKQLKRLNQVIFPVSYNDKFYKDVLEVGELAKLAYFNDIAVGAVCCRVDHSQNQKRLYIMTLGCLAPYRRLGIGTKMLNHVLNICEKDGTFDNIYLHVQISNESAIDFYRKFGFEIIETKKNYYKRIEPADAHVLQKNLKVPSGQNADVQKTDN.